Binary Classification. Given a drug SMILES string, predict its activity (active/inactive) in a high-throughput screening assay against a specified biological target. From a dataset of HIV replication inhibition screening data with 41,000+ compounds from the AIDS Antiviral Screen. (1) The drug is Cn1c(=O)n2n(c1=O)C1C(=CC2)C2C=CC1n1c(=O)n(C)c(=O)n12. The result is 0 (inactive). (2) The drug is N#CC(=Cn1c(=S)sc2ccccc21)c1nc2ccccc2s1. The result is 0 (inactive). (3) The molecule is CCOc1nnnc2[nH]cnc12. The result is 0 (inactive). (4) The molecule is O=C1CSC(c2c[nH]c3ccccc23)N1c1ccccc1[N+](=O)[O-]. The result is 0 (inactive).